From a dataset of Forward reaction prediction with 1.9M reactions from USPTO patents (1976-2016). Predict the product of the given reaction. (1) The product is: [NH2:1][C:2]1[CH:7]=[C:6]([C:8]2[C:9]([C:20]3[CH:21]=[CH:22][C:23]([Cl:26])=[CH:24][CH:25]=3)=[N:10][N:11]([C:13]3[CH2:18][CH2:17][C:16](=[O:19])[NH:15][N:14]=3)[CH:12]=2)[CH:5]=[CH:4][N:3]=1. Given the reactants [NH2:1][C:2]1[CH:7]=[C:6]([C:8]2[C:9]([C:20]3[CH:25]=[CH:24][C:23]([Cl:26])=[CH:22][CH:21]=3)=[N:10][N:11]([C:13]3[CH:18]=[CH:17][C:16](=[O:19])[NH:15][N:14]=3)[CH:12]=2)[CH:5]=[CH:4][N:3]=1.NC1C=C(C2C(C3C=CC=CC=3)=NN(C3C=CC(=O)NN=3)C=2)C=CN=1, predict the reaction product. (2) Given the reactants ClC1C=CC2N3C=CC=C3[C@@H](CCN3C=C(C(O)=O)N=N3)O[C@H](C3C=CC=C(OC)C=3OC)C=2C=1.[Cl:36][C:37]1[CH:38]=[CH:39][C:40]2[N:46]3[CH:47]=[CH:48][CH:49]=[C:45]3[C@@H:44]([CH2:50][CH2:51][N:52]3[CH:56]=[C:55]([CH2:57][CH2:58][C:59]([O:61]C)=[O:60])[N:54]=[N:53]3)[O:43][C@H:42]([C:63]3[CH:68]=[CH:67][CH:66]=[C:65]([O:69][CH3:70])[C:64]=3[O:71][CH3:72])[C:41]=2[CH:73]=1.C(=O)([O-])[O-].[K+].[K+], predict the reaction product. The product is: [Cl:36][C:37]1[CH:38]=[CH:39][C:40]2[N:46]3[CH:47]=[CH:48][CH:49]=[C:45]3[C@@H:44]([CH2:50][CH2:51][N:52]3[CH:56]=[C:55]([CH2:57][CH2:58][C:59]([OH:61])=[O:60])[N:54]=[N:53]3)[O:43][C@H:42]([C:63]3[CH:68]=[CH:67][CH:66]=[C:65]([O:69][CH3:70])[C:64]=3[O:71][CH3:72])[C:41]=2[CH:73]=1.